Dataset: Reaction yield outcomes from USPTO patents with 853,638 reactions. Task: Predict the reaction yield, written as a fraction of the theoretical maximum amount of product (1.0 means a 100% yield; for example, 0.34 means a 34% yield). (1) The reactants are [NH:1]1[C:9]2[C:4](=[CH:5][CH:6]=[CH:7][CH:8]=2)[CH2:3][C:2]1=[O:10].[C:11](Cl)(=[O:13])[CH3:12].O. The catalyst is ClCCCl. The product is [C:11]([C:6]1[CH:5]=[C:4]2[C:9](=[CH:8][CH:7]=1)[NH:1][C:2](=[O:10])[CH2:3]2)(=[O:13])[CH3:12]. The yield is 0.730. (2) The reactants are [O:1]1[C:5]2([CH2:10][CH:9]([C:11](OC)=[O:12])[CH2:8][CH:7]([C:15](OC)=[O:16])[CH2:6]2)[O:4][CH2:3][CH2:2]1.[H-].[Al+3].[Li+].[H-].[H-].[H-].C(OCC)C.[OH-].[Na+]. The catalyst is C1COCC1. The product is [OH:16][CH2:15][CH:7]1[CH2:8][CH:9]([CH2:11][OH:12])[CH2:10][C:5]2([O:1][CH2:2][CH2:3][O:4]2)[CH2:6]1. The yield is 0.930. (3) The reactants are [N:1]1[C:6]2[NH:7][CH:8]=[CH:9][C:5]=2[CH:4]=[N:3][CH:2]=1.[I:10]N1C(=O)CCC1=O. The catalyst is C(#N)C. The product is [I:10][C:9]1[C:5]2[CH:4]=[N:3][CH:2]=[N:1][C:6]=2[NH:7][CH:8]=1. The yield is 0.810. (4) The reactants are [C:1]1([C:7]2[CH:16]=[CH:15][C:14]3[C:9](=[CH:10][CH:11]=[CH:12][C:13]=3[N:17]3[CH2:22][CH2:21][NH:20][CH2:19][CH2:18]3)[N:8]=2)[CH:6]=[CH:5][CH:4]=[CH:3][CH:2]=1.[Cl:23][CH2:24][CH2:25][C:26]1[CH:27]=[CH:28][C:29]2[O:34][CH2:33][C:32](=[O:35])[NH:31][C:30]=2[CH:36]=1. No catalyst specified. The product is [ClH:23].[ClH:23].[C:1]1([C:7]2[CH:16]=[CH:15][C:14]3[C:9](=[CH:10][CH:11]=[CH:12][C:13]=3[N:17]3[CH2:22][CH2:21][N:20]([CH2:24][CH2:25][C:26]4[CH:27]=[CH:28][C:29]5[O:34][CH2:33][C:32](=[O:35])[NH:31][C:30]=5[CH:36]=4)[CH2:19][CH2:18]3)[N:8]=2)[CH:2]=[CH:3][CH:4]=[CH:5][CH:6]=1. The yield is 0.460. (5) The reactants are [OH:1][C:2]([C:5]1[CH:31]=[CH:30][C:8]([C:9]([NH:11][C:12]2[CH:17]=[C:16]([N:18]3[CH2:23][CH2:22][CH2:21][C@@H:20]([C:24](O)=[O:25])[CH2:19]3)[N:15]3[N:27]=[CH:28][CH:29]=[C:14]3[N:13]=2)=[O:10])=[CH:7][CH:6]=1)([CH3:4])[CH3:3].CN.C[CH2:35][N:36]=C=NCCCN(C)C.C1C=CC2N(O)N=NC=2C=1. The catalyst is CN(C=O)C. The product is [OH:1][C:2]([C:5]1[CH:6]=[CH:7][C:8]([C:9]([NH:11][C:12]2[CH:17]=[C:16]([N:18]3[CH2:23][CH2:22][CH2:21][C@@H:20]([C:24]([NH:36][CH3:35])=[O:25])[CH2:19]3)[N:15]3[N:27]=[CH:28][CH:29]=[C:14]3[N:13]=2)=[O:10])=[CH:30][CH:31]=1)([CH3:3])[CH3:4]. The yield is 0.530. (6) The product is [F:1][C:2]1[CH:3]=[CH:4][C:5]([O:9][C:10]2[CH:15]=[CH:14][CH:13]=[CH:12][CH:11]=2)=[C:6]([NH:8][CH2:23][C:22]2[CH:25]=[C:18]([O:17][CH3:16])[CH:19]=[CH:20][C:21]=2[O:26][CH2:27][CH2:28][O:29][CH:30]2[CH2:35][CH2:34][CH2:33][CH2:32][O:31]2)[CH:7]=1. The yield is 0.660. The reactants are [F:1][C:2]1[CH:3]=[CH:4][C:5]([O:9][C:10]2[CH:15]=[CH:14][CH:13]=[CH:12][CH:11]=2)=[C:6]([NH2:8])[CH:7]=1.[CH3:16][O:17][C:18]1[CH:19]=[CH:20][C:21]([O:26][CH2:27][CH2:28][O:29][CH:30]2[CH2:35][CH2:34][CH2:33][CH2:32][O:31]2)=[C:22]([CH:25]=1)[CH:23]=O. The catalyst is ClC(Cl)C.O. (7) The reactants are [H-].[Na+].[Cl:3][C:4]1[CH:5]=[C:6]([CH:15]=[C:16]([Cl:18])[CH:17]=1)[CH2:7][N:8]1[CH:12]=[CH:11][N:10]=[C:9]1[CH2:13][OH:14].[CH2:19](Br)[C:20]1[CH:25]=[CH:24][CH:23]=[CH:22][CH:21]=1. The catalyst is CN(C=O)C.CCOC(C)=O. The product is [CH2:19]([O:14][CH2:13][C:9]1[N:8]([CH2:7][C:6]2[CH:15]=[C:16]([Cl:18])[CH:17]=[C:4]([Cl:3])[CH:5]=2)[CH:12]=[CH:11][N:10]=1)[C:20]1[CH:25]=[CH:24][CH:23]=[CH:22][CH:21]=1. The yield is 0.0500. (8) The reactants are [CH2:1]([O:3][C:4]([C:6]1[C:7]([CH3:22])=[C:8](C(OC(C)(C)C)=O)[NH:9][C:10]=1[CH2:11][C:12]([OH:14])=[O:13])=[O:5])[CH3:2].FC(F)(F)C(O)=O.C(=O)=O.C(O)C.[OH-].[Na+]. The catalyst is ClCCl. The product is [CH2:1]([O:3][C:4]([C:6]1[C:7]([CH3:22])=[CH:8][NH:9][C:10]=1[CH2:11][C:12]([OH:14])=[O:13])=[O:5])[CH3:2]. The yield is 0.857. (9) The reactants are [Cl:1][C:2]1[N:3]=[C:4]([C:9]([NH:11][C@H:12]2[CH2:17][CH2:16][N:15]([C:18]3[S:19][C:20]([C:24]([O:26]CC)=[O:25])=[C:21]([CH3:23])[N:22]=3)[CH2:14][C@H:13]2[O:29][CH2:30][CH2:31][F:32])=[O:10])[NH:5][C:6]=1[CH2:7][CH3:8].[OH-].[Li+].CO. The catalyst is C1COCC1. The product is [Cl:1][C:2]1[N:3]=[C:4]([C:9]([NH:11][C@H:12]2[CH2:17][CH2:16][N:15]([C:18]3[S:19][C:20]([C:24]([OH:26])=[O:25])=[C:21]([CH3:23])[N:22]=3)[CH2:14][C@H:13]2[O:29][CH2:30][CH2:31][F:32])=[O:10])[NH:5][C:6]=1[CH2:7][CH3:8]. The yield is 0.930. (10) The catalyst is CC(O)=O. The product is [Cl:7][C:8]1[N:13]=[C:12]([S:14][CH3:15])[N:11]2[CH:5]=[C:3]([CH2:2][Cl:1])[N:16]=[C:10]2[CH:9]=1. The yield is 0.440. The reactants are [Cl:1][CH2:2][C:3]([CH2:5]Cl)=O.[Cl:7][C:8]1[N:13]=[C:12]([S:14][CH3:15])[N:11]=[C:10]([NH2:16])[CH:9]=1.O.